From a dataset of TCR-epitope binding with 47,182 pairs between 192 epitopes and 23,139 TCRs. Binary Classification. Given a T-cell receptor sequence (or CDR3 region) and an epitope sequence, predict whether binding occurs between them. The epitope is FLNRFTTTL. The TCR CDR3 sequence is CASSPATPSYEQYF. Result: 0 (the TCR does not bind to the epitope).